This data is from NCI-60 drug combinations with 297,098 pairs across 59 cell lines. The task is: Regression. Given two drug SMILES strings and cell line genomic features, predict the synergy score measuring deviation from expected non-interaction effect. (1) Drug 1: CS(=O)(=O)CCNCC1=CC=C(O1)C2=CC3=C(C=C2)N=CN=C3NC4=CC(=C(C=C4)OCC5=CC(=CC=C5)F)Cl. Drug 2: COC1=C2C(=CC3=C1OC=C3)C=CC(=O)O2. Cell line: SK-OV-3. Synergy scores: CSS=6.21, Synergy_ZIP=-2.70, Synergy_Bliss=-1.53, Synergy_Loewe=-13.0, Synergy_HSA=-2.98. (2) Drug 1: C1CCN(CC1)CCOC2=CC=C(C=C2)C(=O)C3=C(SC4=C3C=CC(=C4)O)C5=CC=C(C=C5)O. Drug 2: C1CC(=O)NC(=O)C1N2C(=O)C3=CC=CC=C3C2=O. Cell line: NCI/ADR-RES. Synergy scores: CSS=6.24, Synergy_ZIP=-1.92, Synergy_Bliss=0.645, Synergy_Loewe=2.80, Synergy_HSA=-0.412. (3) Drug 1: CS(=O)(=O)C1=CC(=C(C=C1)C(=O)NC2=CC(=C(C=C2)Cl)C3=CC=CC=N3)Cl. Drug 2: C1=CC=C(C(=C1)C(C2=CC=C(C=C2)Cl)C(Cl)Cl)Cl. Cell line: HCT116. Synergy scores: CSS=21.4, Synergy_ZIP=4.63, Synergy_Bliss=10.2, Synergy_Loewe=9.46, Synergy_HSA=9.48.